Dataset: Full USPTO retrosynthesis dataset with 1.9M reactions from patents (1976-2016). Task: Predict the reactants needed to synthesize the given product. Given the product [C:1]1([C@H:7]([NH:9][C@@:10]2([C:22]([O:24][CH2:25][CH3:26])=[O:23])[CH2:15][C@H:14]([F:37])[CH:13]3[CH:11]2[C@H:12]3[C:17]([O:19][CH2:20][CH3:21])=[O:18])[CH3:8])[CH:6]=[CH:5][CH:4]=[CH:3][CH:2]=1, predict the reactants needed to synthesize it. The reactants are: [C:1]1([C@H:7]([NH:9][C@@:10]2([C:22]([O:24][CH2:25][CH3:26])=[O:23])[CH2:15][C@H:14](O)[CH:13]3[CH:11]2[C@H:12]3[C:17]([O:19][CH2:20][CH3:21])=[O:18])[CH3:8])[CH:6]=[CH:5][CH:4]=[CH:3][CH:2]=1.COCCN(S(F)(F)[F:37])CCOC.C([O-])([O-])=O.[Na+].[Na+].